From a dataset of Reaction yield outcomes from USPTO patents with 853,638 reactions. Predict the reaction yield, written as a fraction of the theoretical maximum amount of product (1.0 means a 100% yield; for example, 0.34 means a 34% yield). (1) The catalyst is C(#N)C.CO. The yield is 0.850. The reactants are C1(=O)OC(=[O:5])C2=CC=CC=C12.OO.[NH2:14][C:15]([NH2:17])=O.N[C:19]1[C:24]([Cl:25])=CN=[CH:21][C:20]=1[Cl:26].S([O-])([O-])=O.[Na+].[Na+]. The product is [NH2:14][C:15]1[C:24]([Cl:25])=[CH:19][C:20]([Cl:26])=[CH:21][N+:17]=1[O-:5]. (2) The reactants are [F:1][C:2]([F:7])([CH2:5][OH:6])[CH2:3][OH:4].[H-].[Na+].[CH3:10][C:11]([Si:14](Cl)([C:21]1[CH:26]=[CH:25][CH:24]=[CH:23][CH:22]=1)[C:15]1[CH:20]=[CH:19][CH:18]=[CH:17][CH:16]=1)([CH3:13])[CH3:12].O. The catalyst is C1COCC1. The product is [Si:14]([O:4][CH2:3][C:2]([F:7])([F:1])[CH2:5][OH:6])([C:11]([CH3:13])([CH3:12])[CH3:10])([C:21]1[CH:22]=[CH:23][CH:24]=[CH:25][CH:26]=1)[C:15]1[CH:20]=[CH:19][CH:18]=[CH:17][CH:16]=1. The yield is 0.720. (3) The reactants are [N:1]1[S:2][N:3]=[C:4]2[CH:9]=[C:8]([NH:10][C:11]3[N:18]=[CH:17][CH:16]=[CH:15][C:12]=3[CH:13]=O)[CH:7]=[CH:6][C:5]=12.[N:19]1[CH:24]=[CH:23][CH:22]=[CH:21][C:20]=1[CH2:25][CH2:26][CH2:27][CH2:28][C:29](OCC)=[O:30].[Li+].CC([N-]C(C)C)C. No catalyst specified. The product is [N:1]1[S:2][N:3]=[C:4]2[CH:9]=[C:8]([N:10]3[C:11]4[C:12](=[CH:15][CH:16]=[CH:17][N:18]=4)[CH:13]=[C:28]([CH2:27][CH2:26][CH2:25][C:20]4[CH:21]=[CH:22][CH:23]=[CH:24][N:19]=4)[C:29]3=[O:30])[CH:7]=[CH:6][C:5]=12. The yield is 0.270. (4) The catalyst is C(Cl)Cl.CN(C=O)C. The reactants are C(Cl)(=O)C(Cl)=O.[C:7]([OH:13])(=O)[CH2:8][CH2:9][CH:10]=[CH2:11].[NH2:14][C:15]1[CH:20]=[CH:19][CH:18]=[CH:17][CH:16]=1. The product is [C:15]1([NH:14][C:7](=[O:13])[CH2:8][CH2:9][CH:10]=[CH2:11])[CH:20]=[CH:19][CH:18]=[CH:17][CH:16]=1. The yield is 0.510. (5) The reactants are CCCC[N+](CCCC)(CCCC)CCCC.[F-].[O:19]1[C:23]2[CH:24]=[CH:25][CH:26]=[CH:27][C:22]=2[CH:21]=[C:20]1[C:28]1[C:29](=[O:64])[NH:30][C:31](=[O:63])[C:32]=1[C:33]1[C:41]2[C:36](=[N:37][CH:38]=[CH:39][CH:40]=2)[N:35]([CH2:42][CH2:43][CH2:44][O:45][Si](C(C)(C)C)(C2C=CC=CC=2)C2C=CC=CC=2)[CH:34]=1. The catalyst is C1COCC1. The product is [O:19]1[C:23]2[CH:24]=[CH:25][CH:26]=[CH:27][C:22]=2[CH:21]=[C:20]1[C:28]1[C:29](=[O:64])[NH:30][C:31](=[O:63])[C:32]=1[C:33]1[C:41]2[C:36](=[N:37][CH:38]=[CH:39][CH:40]=2)[N:35]([CH2:42][CH2:43][CH2:44][OH:45])[CH:34]=1. The yield is 0.890. (6) The yield is 0.970. The catalyst is CO. The product is [CH3:18][O:17][C:14]1[CH:13]=[CH:12][C:11]([CH2:10][O:9][C:7]([NH:6][CH2:5][CH:4]([CH3:19])[C:3]([OH:20])=[O:2])=[O:8])=[CH:16][CH:15]=1. The reactants are C[O:2][C:3](=[O:20])[CH:4]([CH3:19])[CH2:5][NH:6][C:7]([O:9][CH2:10][C:11]1[CH:16]=[CH:15][C:14]([O:17][CH3:18])=[CH:13][CH:12]=1)=[O:8].[OH-].[Li+]. (7) The reactants are [Cl:1][C:2]1[N:7]=[C:6]([S:8]([CH3:11])(=[O:10])=[O:9])[N:5]=[C:4]([NH:12][C:13]2[C:14]([NH2:20])=[CH:15][CH:16]=[C:17]([F:19])[CH:18]=2)[CH:3]=1.[CH2:21](OC(OCC)(OCC)C)[CH3:22].C([O-])(O)=O.[Na+]. The catalyst is C(#N)C. The product is [Cl:1][C:2]1[N:7]=[C:6]([S:8]([CH3:11])(=[O:10])=[O:9])[N:5]=[C:4]([N:12]2[C:13]3[CH:18]=[C:17]([F:19])[CH:16]=[CH:15][C:14]=3[N:20]=[C:21]2[CH3:22])[CH:3]=1. The yield is 0.850. (8) The reactants are C[C:2](C)([O-:4])C.[K+].[C:7](=[C:10]1[CH2:15][CH2:14][C:13](=O)[CH2:12][CH2:11]1)([CH3:9])[CH3:8].[I-].C[S+](C)(C)=O. The catalyst is CS(C)=O. The product is [C:7](=[C:10]1[CH2:15][CH2:14][CH2:13][CH2:12][C:11]21[O:4][CH2:2]2)([CH3:9])[CH3:8]. The yield is 0.770. (9) The yield is 0.350. The product is [Cl:1][C:2]1[CH:3]=[C:4]([C:8]2[C:12]([CH2:13][O:14][C:15]3[CH:23]=[CH:22][C:18]([C:19]([NH:59][CH2:58][C:57]([F:61])([F:60])[F:56])=[O:21])=[CH:17][N:16]=3)=[C:11]([CH3:24])[O:10][N:9]=2)[CH:5]=[CH:6][CH:7]=1. The catalyst is CN(C=O)C. The reactants are [Cl:1][C:2]1[CH:3]=[C:4]([C:8]2[C:12]([CH2:13][O:14][C:15]3[CH:23]=[CH:22][C:18]([C:19]([OH:21])=O)=[CH:17][N:16]=3)=[C:11]([CH3:24])[O:10][N:9]=2)[CH:5]=[CH:6][CH:7]=1.F[B-](F)(F)F.N1(OC(N(C)C)=[N+](C)C)C2C=CC=CC=2N=N1.C(N(CC)C(C)C)(C)C.[F:56][C:57]([F:61])([F:60])[CH2:58][NH2:59]. (10) The reactants are FC(F)(F)C(O)=O.[Cl:8][C:9]1[CH:14]=[C:13]2[NH:15][C:16](=[O:38])[C:17]3([CH:21]([C:22]4[CH:27]=[CH:26][CH:25]=[C:24]([Cl:28])[C:23]=4[F:29])[CH:20]([C:30]([OH:32])=O)[NH:19][CH:18]3[CH2:33][C:34]([CH3:37])([CH3:36])[CH3:35])[C:12]2=[CH:11][CH:10]=1.C(N(C(C)C)CC)(C)C.C1(P(Cl)(C2C=CC=CC=2)=O)C=CC=CC=1.[NH2:63][C:64]1[CH:65]=[N:66][C:67]([C:70]#[N:71])=[CH:68][CH:69]=1. No catalyst specified. The product is [C:70]([C:67]1[N:66]=[CH:65][C:64]([NH:63][C:30]([CH:20]2[NH:19][CH:18]([CH2:33][C:34]([CH3:36])([CH3:35])[CH3:37])[C:17]3([C:12]4[C:13](=[CH:14][C:9]([Cl:8])=[CH:10][CH:11]=4)[NH:15][C:16]3=[O:38])[CH:21]2[C:22]2[CH:27]=[CH:26][CH:25]=[C:24]([Cl:28])[C:23]=2[F:29])=[O:32])=[CH:69][CH:68]=1)#[N:71]. The yield is 0.380.